From a dataset of Full USPTO retrosynthesis dataset with 1.9M reactions from patents (1976-2016). Predict the reactants needed to synthesize the given product. (1) Given the product [CH2:17]([NH:16][C:2]1[N:10]=[C:9]([Cl:11])[CH:8]=[CH:7][C:3]=1[C:4]([NH2:6])=[O:5])[C:18]1[CH:13]=[CH:14][CH:15]=[CH:23][CH:19]=1, predict the reactants needed to synthesize it. The reactants are: Cl[C:2]1[N:10]=[C:9]([Cl:11])[CH:8]=[CH:7][C:3]=1[C:4]([NH2:6])=[O:5].Cl[C:13]1[C:18]([C:19](N)=O)=[CH:17][N:16]=[C:15](Cl)[CH:14]=1.[CH2:23](N(CC)CC)C. (2) Given the product [CH3:1][O:2][C:3]1[CH:10]=[C:9]([O:11][CH3:12])[CH:8]=[CH:7][C:4]=1[CH2:5][NH:13][C:14]1[S:15][CH:16]=[N:17][N:18]=1, predict the reactants needed to synthesize it. The reactants are: [CH3:1][O:2][C:3]1[CH:10]=[C:9]([O:11][CH3:12])[CH:8]=[CH:7][C:4]=1[CH:5]=O.[NH2:13][C:14]1[S:15][CH:16]=[N:17][N:18]=1.[BH4-].[Na+].C(=O)(O)[O-].[Na+].